From a dataset of Catalyst prediction with 721,799 reactions and 888 catalyst types from USPTO. Predict which catalyst facilitates the given reaction. (1) Reactant: C([O:3][C:4]1[CH:16]=[CH:15][C:7]2[N:8]=[C:9]([S:11]([NH2:14])(=[O:13])=[O:12])[S:10][C:6]=2[CH:5]=1)C.[Al+3].[Cl-].[Cl-].[Cl-]. Product: [OH:3][C:4]1[CH:16]=[CH:15][C:7]2[N:8]=[C:9]([S:11]([NH2:14])(=[O:13])=[O:12])[S:10][C:6]=2[CH:5]=1. The catalyst class is: 2. (2) Reactant: [NH2:1][C:2]1[CH:3]=[CH:4][C:5]([N:8]2[CH2:13][CH2:12][C:11]([CH3:18])([C:14]([O:16][CH3:17])=[O:15])[CH2:10][CH2:9]2)=[N:6][CH:7]=1.C(N(CC)CC)C.Cl[C:27](=[O:32])[C:28]([O:30][CH3:31])=[O:29]. Product: [CH3:31][O:30][C:28](=[O:29])[C:27]([NH:1][C:2]1[CH:3]=[CH:4][C:5]([N:8]2[CH2:13][CH2:12][C:11]([CH3:18])([C:14]([O:16][CH3:17])=[O:15])[CH2:10][CH2:9]2)=[N:6][CH:7]=1)=[O:32]. The catalyst class is: 2. (3) Reactant: Br.[NH2:2][C:3]1[C:4]([CH2:9][N:10]2[C:18]3[C:13](=[CH:14][CH:15]=[CH:16][CH:17]=3)[C:12]3([C:30]4[C:21](=[CH:22][C:23]5[O:28][CH2:27][CH2:26][O:25][C:24]=5[CH:29]=4)[O:20][CH2:19]3)[C:11]2=[O:31])=[N:5][CH:6]=[CH:7][CH:8]=1.[CH3:32][S:33](Cl)(=[O:35])=[O:34].N1C=CC=CC=1. Product: [O:31]=[C:11]1[C:12]2([C:30]3[C:21](=[CH:22][C:23]4[O:28][CH2:27][CH2:26][O:25][C:24]=4[CH:29]=3)[O:20][CH2:19]2)[C:13]2[C:18](=[CH:17][CH:16]=[CH:15][CH:14]=2)[N:10]1[CH2:9][C:4]1[C:3]([NH:2][S:33]([CH3:32])(=[O:35])=[O:34])=[CH:8][CH:7]=[CH:6][N:5]=1. The catalyst class is: 4. (4) Reactant: Cl[C:2]1[C:3]2[C:10]([C:11]3[CH:16]=[CH:15][C:14]([CH2:17][CH3:18])=[CH:13][CH:12]=3)=[C:9]([C:19]3[CH:24]=[CH:23][CH:22]=[CH:21][CH:20]=3)[O:8][C:4]=2[N:5]=[CH:6][N:7]=1.[C:25]([O:29][C:30](=[O:39])[CH2:31][O:32][CH:33]1[CH2:37][CH:36]([OH:38])[CH:35]=[CH:34]1)([CH3:28])([CH3:27])[CH3:26].O.Cl. Product: [C:25]([O:29][C:30](=[O:39])[CH2:31][O:32][C@H:33]1[CH2:37][C@@H:36]([O:38][C:2]2[C:3]3[C:10]([C:11]4[CH:16]=[CH:15][C:14]([CH2:17][CH3:18])=[CH:13][CH:12]=4)=[C:9]([C:19]4[CH:24]=[CH:23][CH:22]=[CH:21][CH:20]=4)[O:8][C:4]=3[N:5]=[CH:6][N:7]=2)[CH:35]=[CH:34]1)([CH3:28])([CH3:26])[CH3:27]. The catalyst class is: 3. (5) Reactant: C[O:2][C:3]1[C:8]2[C:9]([C:18]3[CH:23]=[CH:22][C:21]([S:24]([NH2:27])(=[O:26])=[O:25])=[CH:20][CH:19]=3)=[N:10][N:11]([CH:12]3[CH2:17][CH2:16][O:15][CH2:14][CH2:13]3)[C:7]=2[CH:6]=[CH:5][N:4]=1.[I-].[Na+].Cl[Si](C)(C)C.O. Product: [O:2]=[C:3]1[C:8]2[C:9]([C:18]3[CH:19]=[CH:20][C:21]([S:24]([NH2:27])(=[O:26])=[O:25])=[CH:22][CH:23]=3)=[N:10][N:11]([CH:12]3[CH2:17][CH2:16][O:15][CH2:14][CH2:13]3)[C:7]=2[CH:6]=[CH:5][NH:4]1. The catalyst class is: 10. (6) Reactant: [OH-].[Li+].[F:3][C:4]1[CH:5]=[C:6]([C:10]2[CH:18]=[C:17]3[C:13]([CH2:14][CH2:15][CH:16]3[N:19]([C:23]3[CH:24]=[C:25]([CH:32]=[CH:33][CH:34]=3)[O:26][CH2:27][C:28]([O:30]C)=[O:29])[C:20](=[O:22])[CH3:21])=[CH:12][CH:11]=2)[CH:7]=[CH:8][CH:9]=1. Product: [F:3][C:4]1[CH:5]=[C:6]([C:10]2[CH:18]=[C:17]3[C:13]([CH2:14][CH2:15][CH:16]3[N:19]([C:23]3[CH:24]=[C:25]([CH:32]=[CH:33][CH:34]=3)[O:26][CH2:27][C:28]([OH:30])=[O:29])[C:20](=[O:22])[CH3:21])=[CH:12][CH:11]=2)[CH:7]=[CH:8][CH:9]=1. The catalyst class is: 1. (7) Reactant: [Br:1][C:2]1[CH:3]=[C:4]([C:8]2([CH3:27])[CH2:13][CH:12]([C:14](OCC)=[O:15])[S:11][C:10]([NH:19][C:20]([O:22][C:23]([CH3:26])([CH3:25])[CH3:24])=[O:21])=[N:9]2)[CH:5]=[CH:6][CH:7]=1.[BH4-].[Li+]. Product: [Br:1][C:2]1[CH:3]=[C:4]([C@:8]2([CH3:27])[CH2:13][C@@H:12]([CH2:14][OH:15])[S:11][C:10]([NH:19][C:20](=[O:21])[O:22][C:23]([CH3:25])([CH3:24])[CH3:26])=[N:9]2)[CH:5]=[CH:6][CH:7]=1. The catalyst class is: 214. (8) Reactant: [OH:1][C:2]1[CH:3]=[CH:4][C:5]([CH3:8])=[N:6][CH:7]=1.N1C=CC=CC=1.[F:15][C:16]([F:29])([F:28])[S:17](O[S:17]([C:16]([F:29])([F:28])[F:15])(=[O:19])=[O:18])(=[O:19])=[O:18].C(=O)([O-])O.[Na+]. Product: [CH3:8][C:5]1[CH:4]=[CH:3][C:2]([O:1][S:17]([C:16]([F:29])([F:28])[F:15])(=[O:19])=[O:18])=[CH:7][N:6]=1. The catalyst class is: 61. (9) Reactant: [CH3:1][N:2]([CH2:7][CH2:8][CH2:9][NH2:10])[CH2:3][CH2:4][CH2:5][NH2:6].[CH3:11][C:12]([O:15][C:16](O[C:16]([O:15][C:12]([CH3:14])([CH3:13])[CH3:11])=[O:17])=[O:17])([CH3:14])[CH3:13]. The catalyst class is: 1. Product: [NH2:6][CH2:5][CH2:4][CH2:3][N:2]([CH3:1])[CH2:7][CH2:8][CH2:9][NH:10][C:16](=[O:17])[O:15][C:12]([CH3:14])([CH3:13])[CH3:11]. (10) Reactant: N12CCCN=C1CCCCC2.[NH:12]1[C:20]2[C:15](=[CH:16][CH:17]=[CH:18][CH:19]=2)[C:14]([C@@H:21]2[C:29]3[C:24](=[CH:25][CH:26]=[CH:27][CH:28]=3)[C@H:23](O)[CH2:22]2)=[CH:13]1.C1(P([N:45]=[N+:46]=[N-:47])(C2C=CC=CC=2)=O)C=CC=CC=1.O. Product: [N:45]([C@@H:23]1[C:24]2[C:29](=[CH:28][CH:27]=[CH:26][CH:25]=2)[C@@H:21]([C:14]2[C:15]3[C:20](=[CH:19][CH:18]=[CH:17][CH:16]=3)[NH:12][CH:13]=2)[CH2:22]1)=[N+:46]=[N-:47]. The catalyst class is: 1.